From a dataset of Forward reaction prediction with 1.9M reactions from USPTO patents (1976-2016). Predict the product of the given reaction. (1) Given the reactants [NH2:1][C:2]1[N:7]=[C:6]([CH2:8][N:9]2[C:17]3[C:12](=[CH:13][CH:14]=[C:15]([C:18]#[C:19][CH2:20][CH2:21]O)[CH:16]=3)[CH:11]=[C:10]2[C:23]2[CH:28]=[CH:27][CH:26]=[CH:25][C:24]=2[Cl:29])[CH:5]=[CH:4][CH:3]=1.CCN(S(F)(F)[F:36])CC, predict the reaction product. The product is: [F:36][CH2:21][CH2:20][C:19]#[C:18][C:15]1[CH:16]=[C:17]2[C:12]([CH:11]=[C:10]([C:23]3[CH:28]=[CH:27][CH:26]=[CH:25][C:24]=3[Cl:29])[N:9]2[CH2:8][C:6]2[N:7]=[C:2]([NH2:1])[CH:3]=[CH:4][CH:5]=2)=[CH:13][CH:14]=1. (2) Given the reactants [Cl:1][C:2]1[N:7]=[CH:6][C:5]([C:8]([C:16]2[CH:17]=[C:18]3[C:23](=[CH:24][CH:25]=2)[N:22]=[C:21]([O:26]C)[CH:20]=[C:19]3[C:28]2[CH:33]=[CH:32][CH:31]=[C:30]([O:34][CH2:35][CH3:36])[CH:29]=2)([C:10]2[N:11]([CH3:15])[CH:12]=[N:13][CH:14]=2)[OH:9])=[CH:4][CH:3]=1.Cl, predict the reaction product. The product is: [Cl:1][C:2]1[N:7]=[CH:6][C:5]([C:8]([OH:9])([C:10]2[N:11]([CH3:15])[CH:12]=[N:13][CH:14]=2)[C:16]2[CH:17]=[C:18]3[C:23](=[CH:24][CH:25]=2)[NH:22][C:21](=[O:26])[CH:20]=[C:19]3[C:28]2[CH:33]=[CH:32][CH:31]=[C:30]([O:34][CH2:35][CH3:36])[CH:29]=2)=[CH:4][CH:3]=1. (3) Given the reactants Cl[Si](C)(C)C.[CH3:6][CH2:7][O:8][C:9]([CH:11]1[C:15](=[O:16])[CH2:14][CH2:13][CH2:12]1)=[O:10].Br[CH2:18][C:19](=[CH2:25])[C:20](OCC)=[O:21].[Cl-].[NH4+], predict the reaction product. The product is: [CH2:18]=[C:19]1[CH2:25][C:15]2([CH2:14][CH2:13][CH2:12][CH:11]2[C:9]([O:8][CH2:7][CH3:6])=[O:10])[O:16][C:20]1=[O:21].